Dataset: Forward reaction prediction with 1.9M reactions from USPTO patents (1976-2016). Task: Predict the product of the given reaction. (1) Given the reactants [NH2:1][C@:2]1([CH2:19][OH:20])[CH2:7][CH2:6][N:5]([C:8]([O:10][CH2:11][C:12]2[CH:17]=[CH:16][CH:15]=[CH:14][CH:13]=2)=[O:9])[C@@H:4]([CH3:18])[CH2:3]1.C(N(CC)CC)C.[Si:28](Cl)([C:31]([CH3:34])([CH3:33])[CH3:32])([CH3:30])[CH3:29].O, predict the reaction product. The product is: [NH2:1][C@:2]1([CH2:19][O:20][Si:28]([C:31]([CH3:34])([CH3:33])[CH3:32])([CH3:30])[CH3:29])[CH2:7][CH2:6][N:5]([C:8]([O:10][CH2:11][C:12]2[CH:17]=[CH:16][CH:15]=[CH:14][CH:13]=2)=[O:9])[C@@H:4]([CH3:18])[CH2:3]1. (2) Given the reactants [Cl:1][C:2]1[CH:3]=[C:4]([C@@H:8]2[CH2:10][O:9]2)[CH:5]=[CH:6][CH:7]=1.C[Si]([N-:15][Si](C)(C)C)(C)C.[Na+].O, predict the reaction product. The product is: [NH2:15][CH2:10][C@@H:8]([C:4]1[CH:5]=[CH:6][CH:7]=[C:2]([Cl:1])[CH:3]=1)[OH:9]. (3) The product is: [Br:14][C:15]1[CH:16]=[CH:17][C:18]([Cl:24])=[C:19]([C:20]([C:11]2[CH:12]=[CH:13][C:8]([O:7][CH2:5][CH3:6])=[CH:9][CH:10]=2)=[O:21])[CH:23]=1. Given the reactants [Cl-].[Al+3].[Cl-].[Cl-].[CH2:5]([O:7][C:8]1[CH:13]=[CH:12][CH:11]=[CH:10][CH:9]=1)[CH3:6].[Br:14][C:15]1[CH:16]=[CH:17][C:18]([Cl:24])=[C:19]([CH:23]=1)[C:20](Cl)=[O:21], predict the reaction product. (4) Given the reactants Cl[C:2]1[CH:7]=[C:6]([C:8]2[CH:13]=[C:12]([Br:14])[CH:11]=[CH:10][C:9]=2[O:15][CH2:16][CH3:17])[N:5]=[CH:4][N:3]=1.[Cl:18][C:19]1[CH:24]=[CH:23][C:22]([NH2:25])=[CH:21][CH:20]=1, predict the reaction product. The product is: [Br:14][C:12]1[CH:11]=[CH:10][C:9]([O:15][CH2:16][CH3:17])=[C:8]([C:6]2[N:5]=[CH:4][N:3]=[C:2]([NH:25][C:22]3[CH:23]=[CH:24][C:19]([Cl:18])=[CH:20][CH:21]=3)[CH:7]=2)[CH:13]=1. (5) Given the reactants [CH3:1][C:2]1[CH:3]=[C:4]([C:8](=O)[CH2:9][C:10](=O)[C:11]([F:14])([F:13])[F:12])[CH:5]=[CH:6][CH:7]=1.[NH2:17][C:18]1[N:19]=[CH:20][NH:21][C:22]=1[C:23]#[N:24], predict the reaction product. The product is: [CH3:1][C:2]1[CH:3]=[C:4]([C:8]2[CH:9]=[C:10]([C:11]([F:14])([F:13])[F:12])[N:19]3[CH:20]=[N:21][C:22]([C:23]#[N:24])=[C:18]3[N:17]=2)[CH:5]=[CH:6][CH:7]=1. (6) The product is: [CH3:10][C:9]1[C:4]2[N:5]([CH:12]=[C:2]([B:16]3[O:17][C:18]([CH3:20])([CH3:19])[C:14]([CH3:30])([CH3:13])[O:15]3)[CH:3]=2)[CH:6]=[C:7]([CH3:11])[N:8]=1. Given the reactants Br[C:2]1[CH:3]=[C:4]2[C:9]([CH3:10])=[N:8][C:7]([CH3:11])=[CH:6][N:5]2[CH:12]=1.[CH3:13][C:14]1([CH3:30])[C:18]([CH3:20])([CH3:19])[O:17][B:16]([B:16]2[O:17][C:18]([CH3:20])([CH3:19])[C:14]([CH3:30])([CH3:13])[O:15]2)[O:15]1.CC([O-])=O.[K+], predict the reaction product. (7) Given the reactants Cl[CH2:2][C:3]1[CH:10]=[CH:9][C:6]([CH2:7][OH:8])=[CH:5][CH:4]=1.[N-:11]=[N+:12]=[N-:13].[Na+], predict the reaction product. The product is: [N:11]([CH2:2][C:3]1[CH:10]=[CH:9][C:6]([CH2:7][OH:8])=[CH:5][CH:4]=1)=[N+:12]=[N-:13].